This data is from Reaction yield outcomes from USPTO patents with 853,638 reactions. The task is: Predict the reaction yield, written as a fraction of the theoretical maximum amount of product (1.0 means a 100% yield; for example, 0.34 means a 34% yield). (1) The reactants are [F:1][C:2]1[C:3](/[N:9]=[CH:10]/[N:11]([CH3:13])[CH3:12])=[N:4][C:5]([OH:8])=[N:6][CH:7]=1.[C:14](Cl)(Cl)=[S:15].[CH2:18]([NH:20][CH2:21][CH3:22])[CH3:19]. The catalyst is CC#N. The product is [CH3:12][N:11](/[CH:10]=[N:9]/[C:3]1[C:2]([F:1])=[CH:7][N:6]([C:14](=[S:15])[N:20]([CH2:21][CH3:22])[CH2:18][CH3:19])[C:5](=[O:8])[N:4]=1)[CH3:13]. The yield is 0.160. (2) The reactants are [Si:1]([O:8][C@H:9]1[C@@H:13]([O:14][Si:15]([C:18]([CH3:21])([CH3:20])[CH3:19])([CH3:17])[CH3:16])[C@H:12]([N:22]2[CH:27]=[CH:26][C:25](=[O:28])[N:24]([CH2:29][C:30]3[CH:35]=[CH:34][C:33]([O:36][CH3:37])=[CH:32][CH:31]=3)[C:23]2=[O:38])[O:11][CH:10]1[C@H:39]([OH:72])[C@@H:40]([C:65]([O:67][C:68]([CH3:71])([CH3:70])[CH3:69])=[O:66])[NH:41][CH2:42][CH2:43][CH2:44][NH:45][C:46](=[O:64])[C@H:47]([C@@H:59]([OH:63])[CH:60]([CH3:62])[CH3:61])[NH:48]C(=O)OCC1C=CC=CC=1)([C:4]([CH3:7])([CH3:6])[CH3:5])([CH3:3])[CH3:2]. The catalyst is CO.[Pd]. The product is [NH2:48][C@@H:47]([C@@H:59]([OH:63])[CH:60]([CH3:61])[CH3:62])[C:46]([NH:45][CH2:44][CH2:43][CH2:42][NH:41][C@@H:40]([C@H:39]([CH:10]1[C@@H:9]([O:8][Si:1]([C:4]([CH3:5])([CH3:6])[CH3:7])([CH3:2])[CH3:3])[C@@H:13]([O:14][Si:15]([C:18]([CH3:19])([CH3:20])[CH3:21])([CH3:16])[CH3:17])[C@H:12]([N:22]2[CH:27]=[CH:26][C:25](=[O:28])[N:24]([CH2:29][C:30]3[CH:35]=[CH:34][C:33]([O:36][CH3:37])=[CH:32][CH:31]=3)[C:23]2=[O:38])[O:11]1)[OH:72])[C:65]([O:67][C:68]([CH3:70])([CH3:71])[CH3:69])=[O:66])=[O:64]. The yield is 0.920. (3) The reactants are Br[C:2]1[CH:35]=[CH:34][C:5]([CH2:6][N:7]2[C:11]3[CH:12]=[C:13]([O:16][CH2:17][C:18]4[CH:23]=[CH:22][C:21]([CH3:24])=[CH:20][N:19]=4)[CH:14]=[CH:15][C:10]=3[N:9]=[C:8]2[C@H:25]2[CH2:30][CH2:29][CH2:28][CH2:27][C@H:26]2[C:31]([OH:33])=[O:32])=[CH:4][CH:3]=1.CC(OC1C=CC=C(OC(C)C)C=1C1C(P(C2CCCCC2)C2CCCCC2)=CC=CC=1)C.Cl.[F:70][C:71]1([F:76])[CH2:75][CH2:74][NH:73][CH2:72]1.N#N. No catalyst specified. The product is [F:70][C:71]1([F:76])[CH2:75][CH2:74][N:73]([C:2]2[CH:35]=[CH:34][C:5]([CH2:6][N:7]3[C:11]4[CH:12]=[C:13]([O:16][CH2:17][C:18]5[CH:23]=[CH:22][C:21]([CH3:24])=[CH:20][N:19]=5)[CH:14]=[CH:15][C:10]=4[N:9]=[C:8]3[C@H:25]3[CH2:30][CH2:29][CH2:28][CH2:27][C@H:26]3[C:31]([OH:33])=[O:32])=[CH:4][CH:3]=2)[CH2:72]1. The yield is 0.380.